Dataset: Catalyst prediction with 721,799 reactions and 888 catalyst types from USPTO. Task: Predict which catalyst facilitates the given reaction. (1) Reactant: [Cl:1][C:2]1[N:7]=[C:6]([CH3:8])[N:5]=[C:4]([O:9][C:10]2[CH:15]=[CH:14][C:13]([CH2:16][S:17]([NH:20][CH3:21])(=[O:19])=[O:18])=[CH:12][CH:11]=2)[CH:3]=1.[C:22](=[O:36])([O:31][C:32]([CH3:35])([CH3:34])[CH3:33])O[C:22]([O:31][C:32]([CH3:35])([CH3:34])[CH3:33])=[O:36]. Product: [Cl:1][C:2]1[N:7]=[C:6]([CH3:8])[N:5]=[C:4]([O:9][C:10]2[CH:11]=[CH:12][C:13]([CH2:16][S:17]([N:20]([CH3:21])[C:22](=[O:36])[O:31][C:32]([CH3:33])([CH3:34])[CH3:35])(=[O:19])=[O:18])=[CH:14][CH:15]=2)[CH:3]=1. The catalyst class is: 172. (2) Reactant: [H-].[Na+].[Cl:3][C:4]1[C:12]2[NH:11][C:10]3[CH2:13][CH2:14][N:15]([C:18]([O:20][C:21]([CH3:24])([CH3:23])[CH3:22])=[O:19])[CH2:16][CH2:17][C:9]=3[C:8]=2[C:7]([Cl:25])=[CH:6][CH:5]=1.Br[CH2:27][C:28]([O:30][CH2:31][CH3:32])=[O:29]. Product: [Cl:3][C:4]1[C:12]2[N:11]([CH2:27][C:28]([O:30][CH2:31][CH3:32])=[O:29])[C:10]3[CH2:13][CH2:14][N:15]([C:18]([O:20][C:21]([CH3:22])([CH3:24])[CH3:23])=[O:19])[CH2:16][CH2:17][C:9]=3[C:8]=2[C:7]([Cl:25])=[CH:6][CH:5]=1. The catalyst class is: 3. (3) Reactant: [N:1]1([CH2:7][CH2:8][OH:9])[CH2:6][CH2:5][NH:4][CH2:3][CH2:2]1.[N+:10]([C:13]1[CH:18]=[CH:17][C:16]([S:19](Cl)(=[O:21])=[O:20])=[CH:15][CH:14]=1)([O-:12])=[O:11].C(N(CC)CC)C. Product: [N+:10]([C:13]1[CH:14]=[CH:15][C:16]([S:19]([N:4]2[CH2:5][CH2:6][N:1]([CH2:7][CH2:8][OH:9])[CH2:2][CH2:3]2)(=[O:21])=[O:20])=[CH:17][CH:18]=1)([O-:12])=[O:11]. The catalyst class is: 4. (4) Reactant: Cl.[Si]([O:19][CH2:20][CH2:21][O:22][CH2:23][C@H:24]([O:35][C:36]1[C:37]2[N:44]=[N:43][N:42]([C:45]3[CH:50]=[CH:49][CH:48]=[CH:47][C:46]=3[Cl:51])[C:38]=2[N:39]=[CH:40][N:41]=1)[C:25]([NH:27][C:28]1[CH:33]=[CH:32][C:31]([Cl:34])=[CH:30][N:29]=1)=[O:26])(C(C)(C)C)(C1C=CC=CC=1)C1C=CC=CC=1. The catalyst class is: 5. Product: [Cl:51][C:46]1[CH:47]=[CH:48][CH:49]=[CH:50][C:45]=1[N:42]1[C:38]2[N:39]=[CH:40][N:41]=[C:36]([O:35][C@@H:24]([CH2:23][O:22][CH2:21][CH2:20][OH:19])[C:25]([NH:27][C:28]3[CH:33]=[CH:32][C:31]([Cl:34])=[CH:30][N:29]=3)=[O:26])[C:37]=2[N:44]=[N:43]1. (5) Reactant: [I:1][C:2]1[C:11](=[O:12])[C:10]2[C:5](=[CH:6][CH:7]=[CH:8][CH:9]=2)[NH:4][CH:3]=1.[H-].[Na+].Br[CH2:16][C:17]1[CH:22]=[CH:21][CH:20]=[C:19]([CH3:23])[N:18]=1. Product: [I:1][C:2]1[C:11](=[O:12])[C:10]2[C:5](=[CH:6][CH:7]=[CH:8][CH:9]=2)[N:4]([CH2:16][C:17]2[CH:22]=[CH:21][CH:20]=[C:19]([CH3:23])[N:18]=2)[CH:3]=1. The catalyst class is: 3. (6) Reactant: [Br:1][C:2]1[CH:7]=[CH:6][C:5](OCC)=[C:4]([F:11])[CH:3]=1.BrC[CH:14]1[CH2:19][CH2:18][CH:17]([CH2:20][CH2:21][CH3:22])[CH2:16][CH2:15]1.C(=O)([O-])[O-].[K+].[K+]. Product: [Br:1][C:2]1[CH:7]=[CH:6][C:5]([CH:14]2[CH2:19][CH2:18][CH:17]([CH2:20][CH2:21][CH3:22])[CH2:16][CH2:15]2)=[C:4]([F:11])[CH:3]=1. The catalyst class is: 3. (7) Reactant: [Cl:1][CH2:2][C:3]([C:5]1[CH:6]=[C:7]2[C:12](=[CH:13][CH:14]=1)[NH:11][C:10](=[O:15])[CH2:9][CH:8]2[CH3:16])=O.FC(F)(F)C(O)=O.C([SiH](CC)CC)C. Product: [Cl:1][CH2:2][CH2:3][C:5]1[CH:6]=[C:7]2[C:12](=[CH:13][CH:14]=1)[NH:11][C:10](=[O:15])[CH2:9][CH:8]2[CH3:16]. The catalyst class is: 81. (8) Reactant: Cl.[NH2:2][C@@H:3]1[CH2:8][CH2:7][C@H:6]([NH:9][C:10](=[O:27])[C:11]2[CH:16]=[C:15]([F:17])[CH:14]=[N:13][C:12]=2[O:18][C:19]2[CH:24]=[CH:23][CH:22]=[C:21]([S:25][CH3:26])[CH:20]=2)[CH2:5][CH2:4]1.C(N(CC)CC)C.[C:35](O)(=[O:39])[CH2:36][CH2:37][CH3:38].Cl.CN(C)CCCN=C=NCC.ON1C2C=CC=CC=2N=N1. Product: [C:35]([NH:2][C@@H:3]1[CH2:8][CH2:7][C@H:6]([NH:9][C:10](=[O:27])[C:11]2[CH:16]=[C:15]([F:17])[CH:14]=[N:13][C:12]=2[O:18][C:19]2[CH:24]=[CH:23][CH:22]=[C:21]([S:25][CH3:26])[CH:20]=2)[CH2:5][CH2:4]1)(=[O:39])[CH2:36][CH2:37][CH3:38]. The catalyst class is: 9. (9) Product: [NH2:8][C:7]1[N:6]=[N:5][C:4]([C:9]2[CH:14]=[CH:13][CH:12]=[C:11]([N+:15]([O-:17])=[O:16])[C:10]=2[CH3:18])=[N:3][C:2]=1[NH:19][C:20]1[CH:21]=[CH:22][C:23]([C:26]([N:28]2[CH2:29][CH2:30][O:31][CH2:32][CH2:33]2)=[O:27])=[CH:24][CH:25]=1. Reactant: Cl[C:2]1[N:3]=[C:4]([C:9]2[CH:14]=[CH:13][CH:12]=[C:11]([N+:15]([O-:17])=[O:16])[C:10]=2[CH3:18])[N:5]=[N:6][C:7]=1[NH2:8].[NH2:19][C:20]1[CH:25]=[CH:24][C:23]([C:26]([N:28]2[CH2:33][CH2:32][O:31][CH2:30][CH2:29]2)=[O:27])=[CH:22][CH:21]=1.C(N(CC)C(C)C)(C)C. The catalyst class is: 12.